This data is from Forward reaction prediction with 1.9M reactions from USPTO patents (1976-2016). The task is: Predict the product of the given reaction. (1) Given the reactants [CH2:1]([N:3]1[CH2:12][CH2:11][C:10]2[C:5](=[CH:6][C:7]([O:15][CH3:16])=[C:8]([O:13][CH3:14])[CH:9]=2)[C:4]21[CH2:21][CH2:20][CH:19]([C:22](O)=[O:23])[CH2:18][CH:17]2[CH:25]1[C:34]2[C:29](=[CH:30][C:31]([O:37][CH3:38])=[C:32]([O:35][CH3:36])[CH:33]=2)[CH2:28][CH2:27][N:26]1[CH2:39][CH3:40])[CH3:2].[NH2:41][C:42]1[CH:47]=[C:46]([N:48]2[CH2:53][CH2:52][NH:51][CH2:50][CH2:49]2)[CH:45]=[CH:44][N:43]=1.Cl.C(N=C=NCCCN(C)C)C.ON1C2C=CC=CC=2N=N1.C(=O)([O-])O.[Na+], predict the reaction product. The product is: [CH2:1]([N:3]1[CH2:12][CH2:11][C:10]2[C:5](=[CH:6][C:7]([O:15][CH3:16])=[C:8]([O:13][CH3:14])[CH:9]=2)[C:4]21[CH2:21][CH2:20][CH:19]([C:22]([N:51]1[CH2:52][CH2:53][N:48]([C:46]3[CH:45]=[CH:44][N:43]=[C:42]([NH2:41])[CH:47]=3)[CH2:49][CH2:50]1)=[O:23])[CH2:18][CH:17]2[CH:25]1[C:34]2[C:29](=[CH:30][C:31]([O:37][CH3:38])=[C:32]([O:35][CH3:36])[CH:33]=2)[CH2:28][CH2:27][N:26]1[CH2:39][CH3:40])[CH3:2]. (2) Given the reactants [NH2:1][C:2]1[C:7]([CH2:8][C:9]2[CH:14]=[CH:13][CH:12]=[CH:11][CH:10]=2)=[CH:6][CH:5]=[CH:4][N:3]=1.[CH2:15]([O:17][CH:18]([O:24][CH2:18][CH3:19])[C:19]([O:17][CH2:15][CH3:16])=[O:24])[CH3:16].S(=O)(=O)(O)O.N, predict the reaction product. The product is: [CH2:15]([O:17][C:18]([CH:19]1[NH:1][C:2]2[N:3]=[CH:4][CH:5]=[CH:6][C:7]=2[CH2:8][C:9]2[CH:14]=[CH:13][CH:12]=[CH:11][C:10]1=2)=[O:24])[CH3:16]. (3) Given the reactants [F:1][C:2]1[CH:3]=[C:4]([CH:42]=[CH:43][CH:44]=1)[CH2:5][N:6]1[CH:10]=[C:9]([C:11]2[C:19]3[C:14](=[N:15][CH:16]=[C:17]([C:20]4[CH:21]=[N:22][C:23]([N:26]5[CH2:31][CH2:30][NH:29][CH2:28][CH2:27]5)=[CH:24][CH:25]=4)[CH:18]=3)[N:13]([S:32]([C:35]3[CH:41]=[CH:40][C:38]([CH3:39])=[CH:37][CH:36]=3)(=[O:34])=[O:33])[CH:12]=2)[CH:8]=[N:7]1.FC1C=[C:48](C=CC=1)[CH2:49][N:50]1C=C(C2C3C(=NC=C(C4C=NC(N5CCN(C)CC5)=CC=4)C=3)NC=2)C=N1.BrCC#N.C(=O)([O-])[O-].[K+].[K+], predict the reaction product. The product is: [F:1][C:2]1[CH:3]=[C:4]([CH:42]=[CH:43][CH:44]=1)[CH2:5][N:6]1[CH:10]=[C:9]([C:11]2[C:19]3[C:14](=[N:15][CH:16]=[C:17]([C:20]4[CH:25]=[CH:24][C:23]([N:26]5[CH2:31][CH2:30][N:29]([CH2:48][C:49]#[N:50])[CH2:28][CH2:27]5)=[N:22][CH:21]=4)[CH:18]=3)[N:13]([S:32]([C:35]3[CH:41]=[CH:40][C:38]([CH3:39])=[CH:37][CH:36]=3)(=[O:34])=[O:33])[CH:12]=2)[CH:8]=[N:7]1. (4) The product is: [CH3:12][N:6]1[CH2:7][C:3]([CH3:11])([CH3:2])[CH2:4][C@H:5]1[C:8]([OH:10])=[O:9]. Given the reactants Cl.[CH3:2][C:3]1([CH3:11])[CH2:7][NH:6][C@H:5]([C:8]([OH:10])=[O:9])[CH2:4]1.[CH3:12]CN(C(C)C)C(C)C, predict the reaction product. (5) Given the reactants [BH4-].[Na+].[Br:3][CH:4]1[CH2:12][C:11]2[C:6](=[CH:7][CH:8]=[C:9]([F:13])[CH:10]=2)[C:5]1=[O:14].CO.O, predict the reaction product. The product is: [Br:3][C@H:4]1[CH2:12][C:11]2[C:6](=[CH:7][CH:8]=[C:9]([F:13])[CH:10]=2)[C@H:5]1[OH:14]. (6) Given the reactants [CH3:1][N:2]1[C:6]([C:7](=[O:21])[NH:8][CH2:9][CH2:10][C:11]2[N:15]([CH3:16])[C:14]3[CH:17]=[CH:18][CH:19]=[CH:20][C:13]=3[N:12]=2)=[C:5]([C:22](O)=[O:23])[CH:4]=[N:3]1.[NH:25]1[CH2:29][CH2:28][CH2:27][CH2:26]1, predict the reaction product. The product is: [CH3:16][N:15]1[C:14]2[CH:17]=[CH:18][CH:19]=[CH:20][C:13]=2[N:12]=[C:11]1[CH2:10][CH2:9][NH:8][C:7]([C:6]1[N:2]([CH3:1])[N:3]=[CH:4][C:5]=1[C:22]([N:25]1[CH2:29][CH2:28][CH2:27][CH2:26]1)=[O:23])=[O:21].